Predict the reaction yield, written as a fraction of the theoretical maximum amount of product (1.0 means a 100% yield; for example, 0.34 means a 34% yield). From a dataset of Reaction yield outcomes from USPTO patents with 853,638 reactions. (1) The reactants are [CH3:1][N:2]1[C:6]([C:7](=[O:23])[NH:8][C:9]2[CH:14]=[CH:13][N:12]3[N:15]=[C:16]([N:18]4[CH2:22][CH2:21][CH2:20][CH2:19]4)[N:17]=[C:11]3[CH:10]=2)=[C:5]([C:24](O)=[O:25])[CH:4]=[N:3]1.[NH:27]1[CH2:32][CH2:31][O:30][CH2:29][CH2:28]1.CCCP(=O)=O.C(N(CC)C(C)C)(C)C. The catalyst is O1CCCC1. The product is [N:18]1([C:16]2[N:17]=[C:11]3[CH:10]=[C:9]([NH:8][C:7]([C:6]4[N:2]([CH3:1])[N:3]=[CH:4][C:5]=4[C:24]([N:27]4[CH2:32][CH2:31][O:30][CH2:29][CH2:28]4)=[O:25])=[O:23])[CH:14]=[CH:13][N:12]3[N:15]=2)[CH2:22][CH2:21][CH2:20][CH2:19]1. The yield is 0.608. (2) The reactants are [Cl:1][C:2]1[CH:7]=[CH:6][C:5]([S:8][CH2:9][CH2:10][C:11]([OH:13])=[O:12])=[C:4]([NH:14][S:15]([C:18]2[CH:23]=[CH:22][C:21]([Cl:24])=[CH:20][C:19]=2[F:25])(=[O:17])=[O:16])[CH:3]=1.C1C=C(Cl)C=C(C(OO)=[O:34])C=1. The catalyst is C(Cl)Cl.CC(C)=O. The product is [Cl:1][C:2]1[CH:7]=[CH:6][C:5]([S:8]([CH2:9][CH2:10][C:11]([OH:13])=[O:12])=[O:34])=[C:4]([NH:14][S:15]([C:18]2[CH:23]=[CH:22][C:21]([Cl:24])=[CH:20][C:19]=2[F:25])(=[O:17])=[O:16])[CH:3]=1. The yield is 0.940. (3) The reactants are C[Si]([N-][Si](C)(C)C)(C)C.[Na+].[Cl:11][C:12]1[CH:17]=[CH:16][C:15]([CH2:18][CH2:19][C:20]([N:22]2[C@H:26]([CH3:27])[C@H:25]([C:28]3[CH:33]=[CH:32][CH:31]=[CH:30][CH:29]=3)[O:24][C:23]2=[O:34])=[O:21])=[CH:14][CH:13]=1.[C:35]([O:39][C:40](=[O:43])[CH2:41]Br)([CH3:38])([CH3:37])[CH3:36]. The catalyst is C1COCC1. The product is [C:35]([O:39][C:40](=[O:43])[CH2:41][C@H:19]([CH2:18][C:15]1[CH:14]=[CH:13][C:12]([Cl:11])=[CH:17][CH:16]=1)[C:20]([N:22]1[C@H:26]([CH3:27])[C@H:25]([C:28]2[CH:29]=[CH:30][CH:31]=[CH:32][CH:33]=2)[O:24][C:23]1=[O:34])=[O:21])([CH3:38])([CH3:37])[CH3:36]. The yield is 0.800.